From a dataset of Full USPTO retrosynthesis dataset with 1.9M reactions from patents (1976-2016). Predict the reactants needed to synthesize the given product. (1) Given the product [CH3:3][C:4]1[O:8][N:7]=[C:6]([C:9]2[N:14]=[CH:13][C:12]([O:15][C:16]3[CH:17]=[CH:18][C:19]([N+:26]([O-:28])=[O:27])=[C:20]([CH:25]=3)[C:21]([OH:23])=[O:22])=[CH:11][CH:10]=2)[N:5]=1, predict the reactants needed to synthesize it. The reactants are: [OH-].[Na+].[CH3:3][C:4]1[O:8][N:7]=[C:6]([C:9]2[N:14]=[CH:13][C:12]([O:15][C:16]3[CH:17]=[CH:18][C:19]([N+:26]([O-:28])=[O:27])=[C:20]([CH:25]=3)[C:21]([O:23]C)=[O:22])=[CH:11][CH:10]=2)[N:5]=1.C(O)(=O)CC(CC(O)=O)(C(O)=O)O. (2) The reactants are: F[C:2]1[CH:7]=[CH:6][C:5]([N+:8]([O-:10])=[O:9])=[CH:4][C:3]=1[I:11].[NH2:12][CH:13]1[CH2:18][CH2:17][N:16]([C:19]([O:21][CH2:22][C:23]2[CH:28]=[CH:27][CH:26]=[CH:25][CH:24]=2)=[O:20])[CH2:15][CH2:14]1. Given the product [I:11][C:3]1[CH:4]=[C:5]([N+:8]([O-:10])=[O:9])[CH:6]=[CH:7][C:2]=1[NH:12][CH:13]1[CH2:14][CH2:15][N:16]([C:19]([O:21][CH2:22][C:23]2[CH:28]=[CH:27][CH:26]=[CH:25][CH:24]=2)=[O:20])[CH2:17][CH2:18]1, predict the reactants needed to synthesize it. (3) Given the product [O:51]1[C:15]2[CH:16]=[CH:17][C:12]([NH:11][C:6]3[N:27]([CH3:25])[N:46]=[C:8]([C:9]4[C:40]([NH:39][C:33]5[CH:32]=[C:31]([O:30][CH3:29])[CH:36]=[C:35]([O:37][CH3:38])[CH:34]=5)=[N:43][CH:4]=[CH:5][CH:10]=4)[N:7]=3)=[CH:13][C:14]=2[O:20][CH2:21]1, predict the reactants needed to synthesize it. The reactants are: CNN[C:4](=O)[C:5]1[CH:10]=[CH:9][CH:8]=[N:7][C:6]=1[NH:11][C:12]1[CH:17]=[C:16](OC)[CH:15]=[C:14]([O:20][CH3:21])[CH:13]=1.CS[C:25](=[NH:27])N.I.[CH3:29][O:30][C:31]1[CH:32]=[C:33]([NH:39][C:40](=[NH:43])SC)[CH:34]=[C:35]([O:37][CH3:38])[CH:36]=1.C([N:46](CC)CC)C.[OH2:51]. (4) The reactants are: [C:1]([O:9][C@@H:10]1[C@H:14]([O:15][C:16](=[O:23])[C:17]2[CH:22]=[CH:21][CH:20]=[CH:19][CH:18]=2)[C@@H:13]([C:24]([NH:26][CH2:27][CH3:28])=[O:25])[O:12][C@H:11]1[N:29]1[CH:37]=[N:36][C:35]2[C:30]1=[N:31][C:32]([I:39])=[N:33][C:34]=2Cl)(=[O:8])[C:2]1[CH:7]=[CH:6][CH:5]=[CH:4][CH:3]=1.[CH2:40]([CH:47]([CH2:50][C:51]1[CH:56]=[CH:55][CH:54]=[CH:53][CH:52]=1)[CH2:48][NH2:49])[C:41]1[CH:46]=[CH:45][CH:44]=[CH:43][CH:42]=1. Given the product [C:1]([O:9][C@@H:10]1[C@H:14]([O:15][C:16](=[O:23])[C:17]2[CH:22]=[CH:21][CH:20]=[CH:19][CH:18]=2)[C@@H:13]([C:24]([NH:26][CH2:27][CH3:28])=[O:25])[O:12][C@H:11]1[N:29]1[CH:37]=[N:36][C:35]2[C:30]1=[N:31][C:32]([I:39])=[N:33][C:34]=2[NH:49][CH2:48][CH:47]([CH2:50][C:51]1[CH:56]=[CH:55][CH:54]=[CH:53][CH:52]=1)[CH2:40][C:41]1[CH:46]=[CH:45][CH:44]=[CH:43][CH:42]=1)(=[O:8])[C:2]1[CH:7]=[CH:6][CH:5]=[CH:4][CH:3]=1, predict the reactants needed to synthesize it.